Dataset: Catalyst prediction with 721,799 reactions and 888 catalyst types from USPTO. Task: Predict which catalyst facilitates the given reaction. (1) Reactant: [OH-].[K+].[F:3][C:4]1[CH:12]=[CH:11][C:10]([O:13][C:14]([F:17])([F:16])[F:15])=[C:9]2[C:5]=1[CH:6]=[CH:7][NH:8]2.[CH3:18][O:19][CH2:20][CH2:21]Br. Product: [F:3][C:4]1[CH:12]=[CH:11][C:10]([O:13][C:14]([F:15])([F:16])[F:17])=[C:9]2[C:5]=1[CH:6]=[CH:7][N:8]2[CH2:21][CH2:20][O:19][CH3:18]. The catalyst class is: 16. (2) Reactant: C[O:2][C:3]([C:5]1[S:6][C:7]([C:33]#[C:34][C:35]([CH3:38])([CH3:37])[CH3:36])=[CH:8][C:9]=1[N:10]([C:24]([CH:26]1[CH2:31][CH2:30][CH:29]([CH3:32])[CH2:28][CH2:27]1)=[O:25])[C:11]1[CH:16]=[CH:15][C:14]([O:17][C:18]2[CH:23]=[CH:22][CH:21]=[CH:20][N:19]=2)=[CH:13][CH:12]=1)=[O:4].C1COCC1.CO.O.[OH-].[Li+]. Product: [CH3:36][C:35]([CH3:37])([CH3:38])[C:34]#[C:33][C:7]1[S:6][C:5]([C:3]([OH:4])=[O:2])=[C:9]([N:10]([C:24]([CH:26]2[CH2:27][CH2:28][CH:29]([CH3:32])[CH2:30][CH2:31]2)=[O:25])[C:11]2[CH:12]=[CH:13][C:14]([O:17][C:18]3[CH:23]=[CH:22][CH:21]=[CH:20][N:19]=3)=[CH:15][CH:16]=2)[CH:8]=1. The catalyst class is: 6. (3) Reactant: [F:1][C:2]1[CH:7]=[CH:6][CH:5]=[CH:4][C:3]=1[C:8]1[N:9]=[C:10]([CH2:27][N:28](C)[C:29](=O)OC(C)(C)C)[S:11][C:12]=1[S:13]([C:16]1[CH:21]=[CH:20][CH:19]=[C:18]([N:22]2[CH2:26][CH2:25][CH2:24][CH2:23]2)[CH:17]=1)(=[O:15])=[O:14].C(OCC)(=O)C.Cl. Product: [F:1][C:2]1[CH:7]=[CH:6][CH:5]=[CH:4][C:3]=1[C:8]1[N:9]=[C:10]([CH2:27][NH:28][CH3:29])[S:11][C:12]=1[S:13]([C:16]1[CH:21]=[CH:20][CH:19]=[C:18]([N:22]2[CH2:23][CH2:24][CH2:25][CH2:26]2)[CH:17]=1)(=[O:14])=[O:15]. The catalyst class is: 8.